From a dataset of Catalyst prediction with 721,799 reactions and 888 catalyst types from USPTO. Predict which catalyst facilitates the given reaction. (1) Reactant: [CH:1]([C:4]1[O:5][CH:6]=[C:7](/[CH:9]=[CH:10]/[C:11]2[C:12]([O:22]COC)=[N:13][N:14]([C:16]3[CH:21]=[CH:20][CH:19]=[CH:18][CH:17]=3)[CH:15]=2)[N:8]=1)([CH3:3])[CH3:2].[ClH:26]. Product: [ClH:26].[CH:1]([C:4]1[O:5][CH:6]=[C:7](/[CH:9]=[CH:10]/[C:11]2[C:12]([OH:22])=[N:13][N:14]([C:16]3[CH:17]=[CH:18][CH:19]=[CH:20][CH:21]=3)[CH:15]=2)[N:8]=1)([CH3:3])[CH3:2]. The catalyst class is: 5. (2) Reactant: [Cl:1][C:2]1[CH:7]=[CH:6][N:5]([C:8]([O:10][C:11]2[CH:16]=CC=C[CH:12]=2)=[O:9])[CH:4]([CH2:17][CH2:18][CH2:19][CH2:20][CH2:21][CH2:22][CH2:23][CH2:24][CH2:25][CH2:26][CH3:27])[CH:3]=1.[CH3:28]C(C)([O-])C.[K+].CCOC(C)=O. Product: [C:11]([O:10][C:8]([N:5]1[CH:6]=[CH:7][C:2]([Cl:1])=[CH:3][CH:4]1[CH2:17][CH2:18][CH2:19][CH2:20][CH2:21][CH2:22][CH2:23][CH2:24][CH2:25][CH2:26][CH3:27])=[O:9])([CH3:12])([CH3:16])[CH3:28]. The catalyst class is: 1.